Dataset: Full USPTO retrosynthesis dataset with 1.9M reactions from patents (1976-2016). Task: Predict the reactants needed to synthesize the given product. (1) Given the product [CH:26]([O:25][C:22]1[N:21]=[N:20][C:19]([O:1][C:2]2[CH:3]=[CH:4][C:5]([CH2:8][CH2:9][CH:10]([NH:12][C:13](=[O:15])[CH3:14])[CH3:11])=[CH:6][CH:7]=2)=[CH:24][CH:23]=1)([CH3:28])[CH3:27], predict the reactants needed to synthesize it. The reactants are: [OH:1][C:2]1[CH:7]=[CH:6][C:5]([CH2:8][CH2:9][CH:10]([NH:12][C:13](=[O:15])[CH3:14])[CH3:11])=[CH:4][CH:3]=1.[H-].[Na+].Cl[C:19]1[N:20]=[N:21][C:22]([O:25][CH:26]([CH3:28])[CH3:27])=[CH:23][CH:24]=1.C(OCC)(=O)C. (2) Given the product [NH2:2][C:3]1[O:7][C:6]([C:8]([NH:10][C:11]23[C:29](=[O:30])[C:28]4[C:23](=[CH:24][CH:25]=[CH:26][C:27]=4[NH2:31])[C:12]2([OH:34])[O:13][C:14]2[CH:19]=[C:18]([CH:20]([CH3:22])[CH3:21])[CH:17]=[CH:16][C:15]=23)=[O:9])=[CH:5][CH:4]=1, predict the reactants needed to synthesize it. The reactants are: Cl.[NH2:2][C:3]1[O:7][C:6]([C:8]([NH:10][C:11]23[C:29](=[O:30])[C:28]4[C:23](=[CH:24][CH:25]=[CH:26][C:27]=4[N+:31]([O-])=O)[C:12]2([OH:34])[O:13][C:14]2[CH:19]=[C:18]([CH:20]([CH3:22])[CH3:21])[CH:17]=[CH:16][C:15]=23)=[O:9])=[CH:5][CH:4]=1. (3) Given the product [Cl:12][C:13]1[CH:18]=[CH:17][C:16]([NH:19][C:20]2[O:7][C:6]([C:5]3[CH:10]=[CH:11][C:2]([OH:1])=[CH:3][CH:4]=3)=[N:8][N:9]=2)=[CH:15][C:14]=1[C:22]([F:23])([F:24])[F:25], predict the reactants needed to synthesize it. The reactants are: [OH:1][C:2]1[CH:11]=[CH:10][C:5]([C:6]([NH:8][NH2:9])=[O:7])=[CH:4][CH:3]=1.[Cl:12][C:13]1[CH:18]=[CH:17][C:16]([N:19]=[C:20]=S)=[CH:15][C:14]=1[C:22]([F:25])([F:24])[F:23].CCOC(C)=O.CO. (4) Given the product [NH2:25][CH2:24][C:13]1[C:12]([C:33]2[CH:38]=[CH:37][C:36]([CH3:39])=[CH:35][CH:34]=2)=[C:11]([CH2:10][C:9]([N:5]2[CH2:6][CH2:7][CH2:8][C@H:4]2[C:2]([NH2:1])=[O:3])=[O:40])[C:16]([CH2:17][CH3:18])=[N:15][C:14]=1[CH2:19][C:20]([CH3:23])([CH3:22])[CH3:21], predict the reactants needed to synthesize it. The reactants are: [NH2:1][C:2]([C@@H:4]1[CH2:8][CH2:7][CH2:6][N:5]1[C:9](=[O:40])[CH2:10][C:11]1[C:12]([C:33]2[CH:38]=[CH:37][C:36]([CH3:39])=[CH:35][CH:34]=2)=[C:13]([CH2:24][NH:25]C(=O)OC(C)(C)C)[C:14]([CH2:19][C:20]([CH3:23])([CH3:22])[CH3:21])=[N:15][C:16]=1[CH2:17][CH3:18])=[O:3].C(OC(=O)C)C.Cl.O. (5) Given the product [Cl:1][C:2]1[CH:7]=[C:6]([CH3:8])[CH:5]=[CH:4][C:3]=1[NH:9][C:10]([CH2:12][C@@H:13]([C:18]1[C:22]([CH:23]2[CH2:24][CH2:25]2)=[C:21]([C:26]2[CH:30]=[C:29]([C:31]([F:36])([F:37])[C:32]([CH3:33])([CH3:34])[CH3:35])[O:28][N:27]=2)[O:20][N:19]=1)[CH2:14][C:15]([O-:17])=[O:16])=[O:11].[Na+:39], predict the reactants needed to synthesize it. The reactants are: [Cl:1][C:2]1[CH:7]=[C:6]([CH3:8])[CH:5]=[CH:4][C:3]=1[NH:9][C:10]([CH2:12][C@@H:13]([C:18]1[C:22]([CH:23]2[CH2:25][CH2:24]2)=[C:21]([C:26]2[CH:30]=[C:29]([C:31]([F:37])([F:36])[C:32]([CH3:35])([CH3:34])[CH3:33])[O:28][N:27]=2)[O:20][N:19]=1)[CH2:14][C:15]([OH:17])=[O:16])=[O:11].[OH-].[Na+:39].